From a dataset of TCR-epitope binding with 47,182 pairs between 192 epitopes and 23,139 TCRs. Binary Classification. Given a T-cell receptor sequence (or CDR3 region) and an epitope sequence, predict whether binding occurs between them. (1) The epitope is SFHSLHLLF. The TCR CDR3 sequence is CASLPGRATEAFF. Result: 1 (the TCR binds to the epitope). (2) The epitope is ILHCANFNV. The TCR CDR3 sequence is CASSFLGGPEQYF. Result: 1 (the TCR binds to the epitope).